Dataset: Reaction yield outcomes from USPTO patents with 853,638 reactions. Task: Predict the reaction yield, written as a fraction of the theoretical maximum amount of product (1.0 means a 100% yield; for example, 0.34 means a 34% yield). (1) The reactants are [C:1](#[N:3])[CH3:2].[Li]CCCC.Br[C:10]1[C:15]([CH3:16])=[CH:14][CH:13]=[CH:12][N:11]=1.O. The catalyst is C1COCC1.CCOC(C)=O. The product is [CH3:16][C:15]1[C:10]([CH2:2][C:1]#[N:3])=[N:11][CH:12]=[CH:13][CH:14]=1. The yield is 0.910. (2) The yield is 0.250. The catalyst is N1C=CC=CC=1. The reactants are [NH2:1][C:2]1[CH:10]=[CH:9][C:8]([CH3:11])=[CH:7][C:3]=1[C:4]([OH:6])=[O:5].Cl[C:13]([O:15][CH2:16][CH2:17][CH2:18][CH2:19][CH2:20][CH2:21][CH2:22][CH3:23])=O. The product is [CH3:11][C:8]1[CH:9]=[CH:10][C:2]2[N:1]=[C:13]([O:15][CH2:16][CH2:17][CH2:18][CH2:19][CH2:20][CH2:21][CH2:22][CH3:23])[O:5][C:4](=[O:6])[C:3]=2[CH:7]=1. (3) The reactants are C([Li])CCC.CC1(C)CCCC(C)(C)N1.[Cl:16][C:17]1[C:22]([Cl:23])=[CH:21][CH:20]=[CH:19][N:18]=1.[I:24]I. The catalyst is CCOCC.C1COCC1. The product is [Cl:16][C:17]1[C:22]([Cl:23])=[C:21]([I:24])[CH:20]=[CH:19][N:18]=1. The yield is 0.440. (4) The reactants are Br[C:2]1[C:7]([N+:8]([O-:10])=[O:9])=[CH:6][C:5]([CH3:11])=[CH:4][N:3]=1.[C:12]([Cu])#[N:13]. No catalyst specified. The product is [C:12]([C:2]1[C:7]([N+:8]([O-:10])=[O:9])=[CH:6][C:5]([CH3:11])=[CH:4][N:3]=1)#[N:13]. The yield is 0.790.